From a dataset of Catalyst prediction with 721,799 reactions and 888 catalyst types from USPTO. Predict which catalyst facilitates the given reaction. (1) Reactant: Cl.[Br:2][C:3]1[CH:4]=[C:5]2[C:9](=[CH:10][CH:11]=1)[C:8]([OH:17])([C:12](=[NH:16])[O:13]CC)[CH2:7][CH2:6]2.C(N(CC)CC)C.Cl[C:26](Cl)([O:28]C(=O)OC(Cl)(Cl)Cl)Cl. Product: [Br:2][C:3]1[CH:4]=[C:5]2[C:9](=[CH:10][CH:11]=1)[C@:8]1([O:17][C:26](=[O:28])[NH:13][C:12]1=[O:16])[CH2:7][CH2:6]2.[Br:2][C:3]1[CH:4]=[C:5]2[C:9](=[CH:10][CH:11]=1)[C@@:8]1([O:17][C:26](=[O:28])[NH:13][C:12]1=[O:16])[CH2:7][CH2:6]2. The catalyst class is: 632. (2) Reactant: C([N:8]1[CH2:13][C:12]([C:14]2[CH:19]=[CH:18][C:17]([O:20][CH3:21])=[CH:16][CH:15]=2)=[CH:11][CH2:10][CH2:9]1)C1C=CC=CC=1.[H][H]. Product: [CH3:21][O:20][C:17]1[CH:16]=[CH:15][C:14]([CH:12]2[CH2:11][CH2:10][CH2:9][NH:8][CH2:13]2)=[CH:19][CH:18]=1. The catalyst class is: 19. (3) The catalyst class is: 1. Product: [F:1][C:2]1[CH:7]=[CH:6][C:5]([C:8]2[CH:13]=[C:12]([CH3:14])[N:11]=[CH:10][C:9]=2[N:15]([CH3:35])[C:16](=[O:34])[C:17]2[CH:18]=[C:19]([C:30]([F:33])([F:32])[F:31])[CH:20]=[C:21]([SH:23])[CH:22]=2)=[C:4]([O:36][CH3:37])[CH:3]=1. Reactant: [F:1][C:2]1[CH:7]=[CH:6][C:5]([C:8]2[CH:13]=[C:12]([CH3:14])[N:11]=[CH:10][C:9]=2[N:15]([CH3:35])[C:16](=[O:34])[C:17]2[CH:22]=[C:21]([S:23]CC[Si](C)(C)C)[CH:20]=[C:19]([C:30]([F:33])([F:32])[F:31])[CH:18]=2)=[C:4]([O:36][CH3:37])[CH:3]=1.[F-].C([N+](CCCC)(CCCC)CCCC)CCC.C(O)(=O)CC(CC(O)=O)(C(O)=O)O.CCOC(C)=O. (4) Reactant: [NH2:1][C:2]1[CH:3]=[C:4]([N:8]2[N:12]=[CH:11][CH:10]=[N+:9]2[O-:13])[CH:5]=[CH:6][CH:7]=1.CCN(C(C)C)C(C)C.Cl[C:24]1[N:29]=[C:28](Cl)[C:27]([C:31]([NH2:33])=[O:32])=[CH:26][N:25]=1.[NH2:34][C@@H:35]1[CH2:40][CH2:39][CH2:38][CH2:37][C@@H:36]1[NH:41][C:42](=[O:48])[O:43][C:44]([CH3:47])([CH3:46])[CH3:45]. Product: [C:44]([O:43][C:42]([NH:41][C@H:36]1[CH2:37][CH2:38][CH2:39][CH2:40][C@H:35]1[NH:34][C:24]1[N:29]=[C:28]([NH:1][C:2]2[CH:3]=[C:4]([N:8]3[N:12]=[CH:11][CH:10]=[N+:9]3[O-:13])[CH:5]=[CH:6][CH:7]=2)[C:27]([C:31](=[O:32])[NH2:33])=[CH:26][N:25]=1)=[O:48])([CH3:47])([CH3:45])[CH3:46]. The catalyst class is: 296. (5) Reactant: [C:1]1([C:25]2[CH:30]=[CH:29][CH:28]=[CH:27][CH:26]=2)[CH:6]=[CH:5][C:4]([NH:7][C:8](=[O:24])[C:9]2[CH:14]=[CH:13][C:12]([C:15]([F:18])([F:17])[F:16])=[C:11]([NH:19][C:20](=[O:23])[CH2:21]Cl)[CH:10]=2)=[CH:3][CH:2]=1.C(N(CC)CC)C.Cl.[CH:39]12[O:46][CH:43]([CH2:44][CH2:45]1)[CH2:42][NH:41][CH2:40]2.[I-].[K+]. Product: [C:1]1([C:25]2[CH:30]=[CH:29][CH:28]=[CH:27][CH:26]=2)[CH:6]=[CH:5][C:4]([NH:7][C:8](=[O:24])[C:9]2[CH:14]=[CH:13][C:12]([C:15]([F:18])([F:17])[F:16])=[C:11]([NH:19][C:20](=[O:23])[CH2:21][N:41]3[CH2:40][CH:39]4[O:46][CH:43]([CH2:44][CH2:45]4)[CH2:42]3)[CH:10]=2)=[CH:3][CH:2]=1. The catalyst class is: 3.